From a dataset of Full USPTO retrosynthesis dataset with 1.9M reactions from patents (1976-2016). Predict the reactants needed to synthesize the given product. (1) Given the product [CH2:26]([O:28][P:29]([C:15]1[CH:16]=[C:17]2[C:12](=[CH:13][CH:14]=1)[NH:11][N:10]=[C:9]2/[CH:1]=[CH:2]/[C:3]1[CH:8]=[CH:7][CH:6]=[CH:5][CH:4]=1)(=[O:33])[O:30][CH2:31][CH3:32])[CH3:27].[CH2:26]([O:28][P:29]([C:15]1[CH:16]=[C:17]2[C:12](=[CH:13][CH:14]=1)[NH:11][N:10]=[C:9]2/[CH:1]=[CH:2]/[C:3]1[CH:8]=[CH:7][CH:6]=[CH:5][CH:4]=1)(=[O:30])[OH:33])[CH3:27], predict the reactants needed to synthesize it. The reactants are: [CH:1](/[C:9]1[C:17]2[C:12](=[CH:13][CH:14]=[C:15](OS(C(F)(F)F)(=O)=O)[CH:16]=2)[NH:11][N:10]=1)=[CH:2]\[C:3]1[CH:8]=[CH:7][CH:6]=[CH:5][CH:4]=1.[CH2:26]([O:28][P:29]([O-:33])[O:30][CH2:31][CH3:32])[CH3:27].C(N(CC)CC)C. (2) Given the product [CH3:24][C@:21]12[C@@:20]3([CH3:25])[C@@H:11]([C@:12]4([CH3:37])[C@@H:17]([CH2:18][CH2:19]3)[C:16]([CH3:26])([CH3:27])[C:15]([C:28]3[CH:36]=[CH:35][C:31]([C:32]([OH:34])=[O:33])=[CH:30][CH:29]=3)=[CH:14][CH2:13]4)[CH2:10][CH2:9][C@@H:8]1[C@H:7]1[C@H:38]([C:41]([CH3:43])=[CH2:42])[CH2:39][CH2:40][C@:6]1([NH:5][CH2:47][CH2:48][C:49]1[CH:54]=[CH:53][N:52]=[CH:51][CH:50]=1)[CH2:23][CH2:22]2, predict the reactants needed to synthesize it. The reactants are: CN(C)C(=O)C[NH:5][C@:6]12[CH2:40][CH2:39][C@@H:38]([C:41]([CH3:43])=[CH2:42])[C@@H:7]1[C@@H:8]1[C@@:21]([CH3:24])([CH2:22][CH2:23]2)[C@@:20]2([CH3:25])[C@@H:11]([C@:12]3([CH3:37])[C@@H:17]([CH2:18][CH2:19]2)[C:16]([CH3:27])([CH3:26])[C:15]([C:28]2[CH:36]=[CH:35][C:31]([C:32]([OH:34])=[O:33])=[CH:30][CH:29]=2)=[CH:14][CH2:13]3)[CH2:10][CH2:9]1.Cl[CH2:47][CH2:48][C:49]1[CH:54]=[CH:53][N:52]=[CH:51][CH:50]=1. (3) Given the product [ClH:45].[CH3:19][C:4]1[CH:5]=[C:6]([O:8][CH2:9][CH2:10][CH2:11][C:12]2[CH:17]=[CH:16][CH:15]=[C:14]([CH3:18])[N:13]=2)[CH:7]=[C:2]([CH3:1])[C:3]=1[C:20]1[CH:25]=[CH:24][CH:23]=[C:22]([CH2:26][O:27][C:28]2[CH:33]=[CH:32][C:31]([CH2:34][CH2:35][C:36]([OH:38])=[O:37])=[CH:30][CH:29]=2)[CH:21]=1, predict the reactants needed to synthesize it. The reactants are: [CH3:1][C:2]1[CH:7]=[C:6]([O:8][CH2:9][CH2:10][CH2:11][C:12]2[CH:17]=[CH:16][CH:15]=[C:14]([CH3:18])[N:13]=2)[CH:5]=[C:4]([CH3:19])[C:3]=1[C:20]1[CH:25]=[CH:24][CH:23]=[C:22]([CH2:26][O:27][C:28]2[CH:33]=[CH:32][C:31]([CH2:34][CH2:35][C:36]([OH:38])=[O:37])=[CH:30][CH:29]=2)[CH:21]=1.C(OCC)(=O)C.[ClH:45]. (4) Given the product [NH2:28][CH2:27][C@@H:24]1[CH2:25][NH:26][C:19]2[C:15]3[C:16]4[CH:17]=[CH:18][C:9]([NH:8][C:4]5[CH:3]=[C:2]([F:1])[N:7]=[CH:6][N:5]=5)=[N:10][C:11]=4[CH:12]=[CH:13][C:14]=3[S:21][C:20]=2[C:22](=[O:36])[NH:23]1, predict the reactants needed to synthesize it. The reactants are: [F:1][C:2]1[N:7]=[CH:6][N:5]=[C:4]([NH:8][C:9]2[CH:18]=[CH:17][C:16]3[C:15]4[C:19]5[NH:26][CH2:25][C@@H:24]([CH2:27][NH:28]C(=O)OC(C)(C)C)[NH:23][C:22](=[O:36])[C:20]=5[S:21][C:14]=4[CH:13]=[CH:12][C:11]=3[N:10]=2)[CH:3]=1.FC(F)(F)C(O)=O. (5) Given the product [CH:1]1([NH:5][S:6]([N:9]2[C:14]3([CH2:15][CH2:16]3)[CH2:13][N:12]([C:17]3[C:18]4[CH:25]=[CH:24][N:23]([C:33]([O:35][C:36]([CH3:39])([CH3:38])[CH3:37])=[O:32])[C:19]=4[N:20]=[CH:21][N:22]=3)[CH2:11][CH2:10]2)(=[O:7])=[O:8])[CH2:4][CH2:3][CH2:2]1, predict the reactants needed to synthesize it. The reactants are: [CH:1]1([NH:5][S:6]([N:9]2[C:14]3([CH2:16][CH2:15]3)[CH2:13][N:12]([C:17]3[C:18]4[CH:25]=[CH:24][NH:23][C:19]=4[N:20]=[CH:21][N:22]=3)[CH2:11][CH2:10]2)(=[O:8])=[O:7])[CH2:4][CH2:3][CH2:2]1.C([O-])([O-])=O.[K+].[K+].[O:32](C(OC(C)(C)C)=O)[C:33]([O:35][C:36]([CH3:39])([CH3:38])[CH3:37])=O.O. (6) Given the product [CH3:18][C:19]1[CH:24]=[CH:23][C:22]([C:9]2[C:8]3[C:17]4=[C:16]5[C:5](=[CH:6][CH:7]=3)[CH:4]=[CH:3][CH:2]=[C:15]5[CH:14]=[CH:13][C:12]4=[CH:11][CH:10]=2)=[CH:21][CH:20]=1, predict the reactants needed to synthesize it. The reactants are: Br[C:2]1[C:15]2[C:16]3=[C:17]4[C:12](=[CH:13][CH:14]=2)[CH:11]=[CH:10][CH:9]=[C:8]4[CH:7]=[CH:6][C:5]3=[CH:4][CH:3]=1.[CH3:18][C:19]1[CH:24]=[CH:23][C:22](B(O)O)=[CH:21][CH:20]=1.P([O-])([O-])([O-])=O.[K+].[K+].[K+].CN(C)C=O. (7) Given the product [Cl:1][C:2]1[CH:7]=[CH:6][C:5]([CH:8]([C:20]2[CH:25]=[CH:24][C:23]([O:26][S:30]([CH3:29])(=[O:32])=[O:31])=[C:22]([F:27])[CH:21]=2)[CH2:9][C:10]([C:12]2[CH:13]=[CH:14][C:15](=[O:19])[N:16]([CH3:18])[CH:17]=2)=[O:11])=[C:4]([CH3:28])[CH:3]=1, predict the reactants needed to synthesize it. The reactants are: [Cl:1][C:2]1[CH:7]=[CH:6][C:5]([CH:8]([C:20]2[CH:25]=[CH:24][C:23]([OH:26])=[C:22]([F:27])[CH:21]=2)[CH2:9][C:10]([C:12]2[CH:13]=[CH:14][C:15](=[O:19])[N:16]([CH3:18])[CH:17]=2)=[O:11])=[C:4]([CH3:28])[CH:3]=1.[CH3:29][S:30](OC[CH2:29][S:30](C)(=[O:32])=[O:31])(=[O:32])=[O:31].C(=O)([O-])[O-].[Cs+].[Cs+]. (8) Given the product [F:1][C:2]1[C:11]2[CH:12]([CH2:13][N:14]3[CH2:15][CH2:16][N:17]([C:20]([O:22][C:23]([CH3:25])([CH3:24])[CH3:26])=[O:21])[CH2:18][CH2:19]3)[CH2:27][N:9]3[C:10]=2[C:5]([CH:6]=[CH:7][C:8]3=[O:29])=[CH:4][CH:3]=1, predict the reactants needed to synthesize it. The reactants are: [F:1][C:2]1[C:11]([CH:12]([CH2:27]O)[CH2:13][N:14]2[CH2:19][CH2:18][N:17]([C:20]([O:22][C:23]([CH3:26])([CH3:25])[CH3:24])=[O:21])[CH2:16][CH2:15]2)=[C:10]2[C:5]([CH:6]=[CH:7][C:8]([O:29]C)=[N:9]2)=[CH:4][CH:3]=1.C(N(C(C)C)CC)(C)C.CS(OS(C)(=O)=O)(=O)=O.